From a dataset of Reaction yield outcomes from USPTO patents with 853,638 reactions. Predict the reaction yield, written as a fraction of the theoretical maximum amount of product (1.0 means a 100% yield; for example, 0.34 means a 34% yield). (1) The reactants are [NH2:1][C:2]1[N:7]=[CH:6][N:5]=[C:4]([NH:8][C@H:9]([C:11]2[N:16]([C:17]3[CH:22]=[CH:21][CH:20]=[CH:19][CH:18]=3)[C:15](=[O:23])[C:14]3=[C:24](C)[CH:25]=[CH:26][N:13]3[N:12]=2)[CH3:10])[C:3]=1I.CC1(C)C(C)(C)OB([C:37]2[CH:38]=[N:39][N:40]([CH2:42][CH2:43][OH:44])[CH:41]=2)O1.C(=O)([O-])[O-].[Na+].[Na+]. The catalyst is [Pd]. The product is [NH2:1][C:2]1[N:7]=[CH:6][N:5]=[C:4]([NH:8][C@H:9]([C:11]2[N:16]([C:17]3[CH:22]=[CH:21][CH:20]=[CH:19][CH:18]=3)[C:15](=[O:23])[C:14]3=[CH:24][CH:25]=[CH:26][N:13]3[N:12]=2)[CH3:10])[C:3]=1[C:37]1[CH:38]=[N:39][N:40]([CH2:42][CH2:43][OH:44])[CH:41]=1. The yield is 0.480. (2) The reactants are [F:1][C:2]1[CH:16]=[CH:15][C:5]2[C:6]([CH:9]3[CH2:14][CH2:13][NH:12][CH2:11][CH2:10]3)=[N:7][O:8][C:4]=2[CH:3]=1.Cl[CH2:18][CH2:19][C:20]1[C:25](=[O:26])[N:24]2[CH2:27][CH2:28][CH2:29][CH2:30][C:23]2=[N:22][C:21]=1[CH3:31].C(=O)([O-])[O-].[Na+].[Na+]. No catalyst specified. The product is [CH3:31][C:21]1[N:22]=[C:23]2[N:24]([CH2:27][CH2:28][CH2:29][CH2:30]2)[C:25](=[O:26])[C:20]=1[CH2:19][CH2:18][N:12]1[CH2:11][CH2:10][CH:9]([C:6]2[C:5]3[CH:15]=[CH:16][C:2]([F:1])=[CH:3][C:4]=3[O:8][N:7]=2)[CH2:14][CH2:13]1. The yield is 0.928. (3) The product is [C:14]([O:13][C:11]([N:8]1[CH2:9][CH2:10][C:5]([CH2:3][OH:2])([CH3:18])[CH2:6][CH2:7]1)=[O:12])([CH3:17])([CH3:16])[CH3:15]. The catalyst is C1COCC1. The reactants are C[O:2][C:3]([C:5]1([CH3:18])[CH2:10][CH2:9][N:8]([C:11]([O:13][C:14]([CH3:17])([CH3:16])[CH3:15])=[O:12])[CH2:7][CH2:6]1)=O.[H-].[Al+3].[Li+].[H-].[H-].[H-]. The yield is 0.970. (4) The reactants are [C:1](=[O:28])(OC1C=CC([N+]([O-])=O)=CC=1)[O:2][CH2:3][CH2:4][N:5]1[CH2:10][CH2:9][N:8]([C:11]([O:13][C:14]([CH3:17])([CH3:16])[CH3:15])=[O:12])[CH2:7][CH2:6]1.[CH:29]1[CH:30]=[CH:31][C:32]([N:35]2[CH2:40][CH2:39][NH:38][CH2:37][CH2:36]2)=[CH:33][CH:34]=1.CCN(CC)CC. The catalyst is CN(C=O)C. The product is [C:32]1([N:35]2[CH2:40][CH2:39][N:38]([C:1]([O:2][CH2:3][CH2:4][N:5]3[CH2:6][CH2:7][N:8]([C:11]([O:13][C:14]([CH3:15])([CH3:16])[CH3:17])=[O:12])[CH2:9][CH2:10]3)=[O:28])[CH2:37][CH2:36]2)[CH:33]=[CH:34][CH:29]=[CH:30][CH:31]=1. The yield is 0.770. (5) The catalyst is ClC(Cl)C.CC(C)[O-].[Ti+4].CC(C)[O-].CC(C)[O-].CC(C)[O-]. The yield is 0.760. The product is [Br:17][C:18]1[CH:19]=[C:20]2[C:24](=[CH:25][CH:26]=1)[C@H:23]([N:2]1[CH2:3][C:4]3([CH2:5][CH2:6][N:7]([C:10]([O:12][C:13]([CH3:16])([CH3:15])[CH3:14])=[O:11])[CH2:8][CH2:9]3)[CH2:1]1)[CH2:22][CH2:21]2. The reactants are [CH2:1]1[C:4]2([CH2:9][CH2:8][N:7]([C:10]([O:12][C:13]([CH3:16])([CH3:15])[CH3:14])=[O:11])[CH2:6][CH2:5]2)[CH2:3][NH:2]1.[Br:17][C:18]1[CH:19]=[C:20]2[C:24](=[CH:25][CH:26]=1)[C:23](=O)[CH2:22][CH2:21]2.C(O[BH-](OC(=O)C)OC(=O)C)(=O)C.[Na+].